This data is from NCI-60 drug combinations with 297,098 pairs across 59 cell lines. The task is: Regression. Given two drug SMILES strings and cell line genomic features, predict the synergy score measuring deviation from expected non-interaction effect. (1) Drug 1: CC=C1C(=O)NC(C(=O)OC2CC(=O)NC(C(=O)NC(CSSCCC=C2)C(=O)N1)C(C)C)C(C)C. Drug 2: CN(CC1=CN=C2C(=N1)C(=NC(=N2)N)N)C3=CC=C(C=C3)C(=O)NC(CCC(=O)O)C(=O)O. Cell line: T-47D. Synergy scores: CSS=8.69, Synergy_ZIP=-3.35, Synergy_Bliss=-0.823, Synergy_Loewe=-12.7, Synergy_HSA=-2.41. (2) Drug 1: C1=CC(=CC=C1CCC2=CNC3=C2C(=O)NC(=N3)N)C(=O)NC(CCC(=O)O)C(=O)O. Drug 2: CN(CC1=CN=C2C(=N1)C(=NC(=N2)N)N)C3=CC=C(C=C3)C(=O)NC(CCC(=O)O)C(=O)O. Cell line: TK-10. Synergy scores: CSS=62.3, Synergy_ZIP=-0.219, Synergy_Bliss=-0.403, Synergy_Loewe=1.30, Synergy_HSA=2.58. (3) Drug 1: CC1C(C(CC(O1)OC2CC(CC3=C2C(=C4C(=C3O)C(=O)C5=C(C4=O)C(=CC=C5)OC)O)(C(=O)C)O)N)O.Cl. Drug 2: CC=C1C(=O)NC(C(=O)OC2CC(=O)NC(C(=O)NC(CSSCCC=C2)C(=O)N1)C(C)C)C(C)C. Cell line: SR. Synergy scores: CSS=87.0, Synergy_ZIP=-1.19, Synergy_Bliss=-2.23, Synergy_Loewe=-1.88, Synergy_HSA=0.683. (4) Drug 1: CC1=CC2C(CCC3(C2CCC3(C(=O)C)OC(=O)C)C)C4(C1=CC(=O)CC4)C. Drug 2: CCC(=C(C1=CC=CC=C1)C2=CC=C(C=C2)OCCN(C)C)C3=CC=CC=C3.C(C(=O)O)C(CC(=O)O)(C(=O)O)O. Cell line: DU-145. Synergy scores: CSS=-2.63, Synergy_ZIP=2.08, Synergy_Bliss=0.963, Synergy_Loewe=-5.53, Synergy_HSA=-3.99. (5) Drug 1: CC1C(C(CC(O1)OC2CC(CC3=C2C(=C4C(=C3O)C(=O)C5=C(C4=O)C(=CC=C5)OC)O)(C(=O)C)O)N)O.Cl. Drug 2: CN(CCCl)CCCl.Cl. Cell line: T-47D. Synergy scores: CSS=17.7, Synergy_ZIP=-8.76, Synergy_Bliss=-1.96, Synergy_Loewe=-7.00, Synergy_HSA=-1.47. (6) Drug 1: C1CN(CCN1C(=O)CCBr)C(=O)CCBr. Drug 2: C(CCl)NC(=O)N(CCCl)N=O. Cell line: SNB-75. Synergy scores: CSS=7.55, Synergy_ZIP=-0.983, Synergy_Bliss=1.77, Synergy_Loewe=4.01, Synergy_HSA=1.93. (7) Drug 1: CC1=C(C=C(C=C1)NC2=NC=CC(=N2)N(C)C3=CC4=NN(C(=C4C=C3)C)C)S(=O)(=O)N.Cl. Drug 2: COC1=NC(=NC2=C1N=CN2C3C(C(C(O3)CO)O)O)N. Cell line: MCF7. Synergy scores: CSS=-4.29, Synergy_ZIP=3.20, Synergy_Bliss=-5.68, Synergy_Loewe=-9.06, Synergy_HSA=-9.16. (8) Drug 1: COC1=NC(=NC2=C1N=CN2C3C(C(C(O3)CO)O)O)N. Drug 2: CC1=C2C(C(=O)C3(C(CC4C(C3C(C(C2(C)C)(CC1OC(=O)C(C(C5=CC=CC=C5)NC(=O)C6=CC=CC=C6)O)O)OC(=O)C7=CC=CC=C7)(CO4)OC(=O)C)O)C)OC(=O)C. Cell line: ACHN. Synergy scores: CSS=5.70, Synergy_ZIP=-0.711, Synergy_Bliss=1.37, Synergy_Loewe=-8.58, Synergy_HSA=-1.52. (9) Drug 1: CC12CCC(CC1=CCC3C2CCC4(C3CC=C4C5=CN=CC=C5)C)O. Drug 2: CC1=C(C(CCC1)(C)C)C=CC(=CC=CC(=CC(=O)O)C)C. Cell line: IGROV1. Synergy scores: CSS=8.95, Synergy_ZIP=-2.71, Synergy_Bliss=3.08, Synergy_Loewe=4.25, Synergy_HSA=4.54.